From a dataset of Full USPTO retrosynthesis dataset with 1.9M reactions from patents (1976-2016). Predict the reactants needed to synthesize the given product. (1) Given the product [Cl:1][C:2]1[C:6]([CH2:7][OH:8])=[C:5]([C:10]2[CH:11]=[CH:12][CH:13]=[CH:14][CH:15]=2)[S:4][N:3]=1, predict the reactants needed to synthesize it. The reactants are: [Cl:1][C:2]1[C:6]([C:7](O)=[O:8])=[C:5]([C:10]2[CH:15]=[CH:14][CH:13]=[CH:12][CH:11]=2)[S:4][N:3]=1. (2) Given the product [Cl:22][C:12]1[CH:13]=[C:14]2[C:9](=[CH:10][CH:11]=1)[N:8]=[C:7]([N:23]1[CH2:28][CH2:27][O:26][CH2:25][CH2:24]1)[C:6]([C:4]([OH:5])=[O:3])=[C:15]2[C:16]1[CH:17]=[CH:18][CH:19]=[CH:20][CH:21]=1, predict the reactants needed to synthesize it. The reactants are: C([O:3][C:4]([C:6]1[C:7]([N:23]2[CH2:28][CH2:27][O:26][CH2:25][CH2:24]2)=[N:8][C:9]2[C:14]([C:15]=1[C:16]1[CH:21]=[CH:20][CH:19]=[CH:18][CH:17]=1)=[CH:13][C:12]([Cl:22])=[CH:11][CH:10]=2)=[O:5])C.[OH-].[Na+]. (3) The reactants are: [I:1][C:2]1[C:10]2[C:5](=[CH:6][CH:7]=[C:8]([C:11]3[S:15]C(NC)=[N:13][N:12]=3)[CH:9]=2)[NH:4][CH:3]=1.[CH3:18][C:19]([O-:22])([CH3:21])[CH3:20].[K+].[CH3:36][C:35]([O:34][C:32](O[C:32]([O:34][C:35]([CH3:38])([CH3:37])[CH3:36])=[O:33])=[O:33])([CH3:38])[CH3:37].[CH3:39][N:40]([CH:42]=[O:43])[CH3:41]. Given the product [C:19]([O:22][C:42]([N:40]([CH3:41])[C:39]1[S:15][C:11]([C:8]2[CH:9]=[C:10]3[C:5](=[CH:6][CH:7]=2)[N:4]([C:32]([O:34][C:35]([CH3:36])([CH3:37])[CH3:38])=[O:33])[CH:3]=[C:2]3[I:1])=[N:12][N:13]=1)=[O:43])([CH3:21])([CH3:20])[CH3:18], predict the reactants needed to synthesize it. (4) The reactants are: [Cl:1][C:2]1([Cl:8])[CH2:4][C:3]1(CO)[CH3:5].FC1(F)C[CH:11]1[NH:13]C. Given the product [ClH:1].[Cl:1][C:2]1([Cl:8])[CH2:4][C:3]1([NH:13][CH3:11])[CH3:5].[ClH:1], predict the reactants needed to synthesize it. (5) Given the product [CH2:1]([N:8]1[C:9]2[C:10](=[O:15])[CH2:11][CH2:12][CH2:13][C:14]=2[C:20]([C:21]2[CH:28]=[CH:27][C:24]([C:25]#[N:26])=[CH:23][CH:22]=2)=[CH:19]1)[C:2]1[CH:7]=[CH:6][CH:5]=[CH:4][CH:3]=1, predict the reactants needed to synthesize it. The reactants are: [CH2:1]([NH:8][C:9]1[C:10](=[O:15])[CH2:11][CH2:12][CH2:13][CH:14]=1)[C:2]1[CH:7]=[CH:6][CH:5]=[CH:4][CH:3]=1.[N+]([CH:19]=[CH:20][C:21]1[CH:28]=[CH:27][C:24]([C:25]#[N:26])=[CH:23][CH:22]=1)([O-])=O.CCOCC. (6) Given the product [NH2:24][C:21]1[CH:22]=[CH:23][C:18]([O:17][C:15]2[CH:14]=[CH:13][N:12]=[C:11]([NH:10][C:8]([NH:7][CH2:6][CH2:5][CH2:4][N:3]([CH2:28][CH3:29])[CH2:1][CH3:2])=[O:9])[CH:16]=2)=[C:19]([CH3:27])[CH:20]=1, predict the reactants needed to synthesize it. The reactants are: [CH2:1]([N:3]([CH2:28][CH3:29])[CH2:4][CH2:5][CH2:6][NH:7][C:8]([NH:10][C:11]1[CH:16]=[C:15]([O:17][C:18]2[CH:23]=[CH:22][C:21]([N+:24]([O-])=O)=[CH:20][C:19]=2[CH3:27])[CH:14]=[CH:13][N:12]=1)=[O:9])[CH3:2].[Cl-].[NH4+].O.C(OCC)(=O)C. (7) Given the product [Cl:1][C:2]1[CH:7]=[CH:6][C:5]([C@@H:8]2[CH2:12][N:11]([C:13]3[CH:18]=[CH:17][C:16](=[O:19])[N:15]([CH3:24])[N:14]=3)[CH2:10][C@H:9]2[C:20]([O:22][CH3:23])=[O:21])=[CH:4][CH:3]=1, predict the reactants needed to synthesize it. The reactants are: [Cl:1][C:2]1[CH:7]=[CH:6][C:5]([C@@H:8]2[CH2:12][N:11]([C:13]3[CH:18]=[CH:17][C:16](=[O:19])[NH:15][N:14]=3)[CH2:10][C@H:9]2[C:20]([O:22][CH3:23])=[O:21])=[CH:4][CH:3]=1.[CH3:24]I.